Dataset: Forward reaction prediction with 1.9M reactions from USPTO patents (1976-2016). Task: Predict the product of the given reaction. (1) Given the reactants Cl[C:2]1[CH:3]=[CH:4][C:5]2[N:11]3[CH2:12][C@H:8]([CH2:9][CH2:10]3)[N:7]([C:13]([NH:15][C:16]3[CH:21]=[N:20][CH:19]=[CH:18][N:17]=3)=[O:14])[C:6]=2[N:22]=1.[N:23]1([C:29]([O:31][C:32]([CH3:35])([CH3:34])[CH3:33])=[O:30])[CH2:28][CH2:27][NH:26][CH2:25][CH2:24]1.C([O-])([O-])=O.[Cs+].[Cs+].CC(C1C=C(C(C)C)C(C2C=CC=CC=2P(C2CCCCC2)C2CCCCC2)=C(C(C)C)C=1)C, predict the reaction product. The product is: [N:17]1[CH:18]=[CH:19][N:20]=[CH:21][C:16]=1[NH:15][C:13]([N:7]1[C@@H:8]2[CH2:12][N:11]([CH2:10][CH2:9]2)[C:5]2[CH:4]=[CH:3][C:2]([N:26]3[CH2:25][CH2:24][N:23]([C:29]([O:31][C:32]([CH3:35])([CH3:34])[CH3:33])=[O:30])[CH2:28][CH2:27]3)=[N:22][C:6]1=2)=[O:14]. (2) The product is: [OH:1][C:2]1[C:3]2[CH:14]=[CH:13][CH:12]=[CH:11][C:4]=2[S:5][C:6]=1[C:7]([OH:9])=[O:8]. Given the reactants [OH:1][C:2]1[C:3]2[CH:14]=[CH:13][CH:12]=[CH:11][C:4]=2[S:5][C:6]=1[C:7]([O:9]C)=[O:8].O.[OH-].[Li+].O, predict the reaction product. (3) Given the reactants CC(C)([O-])C.[K+].CO[C:9](=[O:22])[C:10]([C:12]1[C:20]2[C:15](=[C:16]([CH3:21])[CH:17]=[CH:18][CH:19]=2)[NH:14][CH:13]=1)=O.[Cl:23][C:24]1[C:33]([CH2:34][C:35]([NH2:37])=[O:36])=[C:32]2[C:27]([CH:28]=[CH:29][C:30]([CH2:38][N:39]([CH3:41])[CH3:40])=[N:31]2)=[CH:26][CH:25]=1.[NH4+].[Cl-], predict the reaction product. The product is: [Cl:23][C:24]1[C:33]([C:34]2[C:35](=[O:36])[NH:37][C:9](=[O:22])[C:10]=2[C:12]2[C:20]3[C:15](=[C:16]([CH3:21])[CH:17]=[CH:18][CH:19]=3)[NH:14][CH:13]=2)=[C:32]2[C:27]([CH:28]=[CH:29][C:30]([CH2:38][N:39]([CH3:40])[CH3:41])=[N:31]2)=[CH:26][CH:25]=1. (4) Given the reactants [Br:1][C:2]1[CH:3]=[N:4][CH:5]=[C:6]([O:8][CH2:9][CH2:10]Br)[CH:7]=1.[O:12]([S:14]([CH3:16])=[O:15])[Na].CS(C)=O, predict the reaction product. The product is: [Br:1][C:2]1[CH:3]=[N:4][CH:5]=[C:6]([O:8][CH2:9][CH2:10][S:14]([CH3:16])(=[O:15])=[O:12])[CH:7]=1. (5) Given the reactants Br[C:2]1[CH:3]=[C:4]([CH2:10][OH:11])[CH:5]=[N:6][C:7]=1[O:8][CH3:9].[F:12][C:13]1[CH:18]=[CH:17][C:16](B(O)O)=[CH:15][CH:14]=1.C([O-])([O-])=O.[Na+].[Na+], predict the reaction product. The product is: [F:12][C:13]1[CH:18]=[CH:17][C:16]([C:2]2[CH:3]=[C:4]([CH2:10][OH:11])[CH:5]=[N:6][C:7]=2[O:8][CH3:9])=[CH:15][CH:14]=1. (6) Given the reactants [N+](C1C=CC=CC=1S([N:13]1[CH2:17][C:16]2[CH:18]=[C:19]([C:21]([O:23][CH3:24])=[O:22])[S:20][C:15]=2[CH2:14]1)(=O)=O)([O-])=O.C(=O)([O-])[O-].[Cs+].[Cs+].C1(S)C=CC=CC=1, predict the reaction product. The product is: [S:20]1[C:15]2[CH2:14][NH:13][CH2:17][C:16]=2[CH:18]=[C:19]1[C:21]([O:23][CH3:24])=[O:22]. (7) Given the reactants [Li][CH2:2][CH2:3][CH2:4]C.Br[C:7]1[CH:12]=[CH:11][CH:10]=[CH:9][C:8]=1[CH:13]([O:16]C)OC.[Mg+2].[Br-].[Br-].C(Br)C=C.Cl, predict the reaction product. The product is: [CH2:4]([C:7]1[CH:12]=[CH:11][CH:10]=[CH:9][C:8]=1[CH:13]=[O:16])[CH:3]=[CH2:2]. (8) Given the reactants C(OC([NH:8][CH2:9][CH2:10][CH2:11][N:12]1[C:16]2[CH:17]=[C:18]([C:21]([OH:23])=[O:22])[CH:19]=[CH:20][C:15]=2[N:14]=[C:13]1[C:24](OC)([O:27]C)[O:25][CH3:26])=O)(C)(C)C.[ClH:31], predict the reaction product. The product is: [ClH:31].[NH2:8][CH2:9][CH2:10][CH2:11][N:12]1[C:16]2[CH:17]=[C:18]([C:21]([OH:23])=[O:22])[CH:19]=[CH:20][C:15]=2[N:14]=[C:13]1[C:24]([O:25][CH3:26])=[O:27]. (9) Given the reactants [NH2:1][C:2]1[C:3]([C:16]([NH:18][CH3:19])=[O:17])=[N:4][C:5]([C:8]2[CH:13]=[CH:12][CH:11]=[C:10]([C:14]#[N:15])[CH:9]=2)=[CH:6][N:7]=1.[N-:20]=[N+:21]=[N-:22].[Na+].[Cl-].[NH4+].C(=O)(O)[O-].[Na+], predict the reaction product. The product is: [NH2:1][C:2]1[C:3]([C:16]([NH:18][CH3:19])=[O:17])=[N:4][C:5]([C:8]2[CH:13]=[CH:12][CH:11]=[C:10]([C:14]3[NH:22][N:21]=[N:20][N:15]=3)[CH:9]=2)=[CH:6][N:7]=1.